This data is from Forward reaction prediction with 1.9M reactions from USPTO patents (1976-2016). The task is: Predict the product of the given reaction. (1) Given the reactants [CH3:1][O:2][C:3]1[CH:4]=[C:5]([CH:31]=[CH:32][C:33]=1[O:34][CH3:35])[CH2:6][CH:7]1[C:16]2[C:11](=[C:12]([OH:19])[CH:13]=[CH:14][C:15]=2[O:17][CH3:18])[CH2:10][CH2:9][N:8]1[CH2:20][C:21]([NH:23][CH2:24][C:25]1[CH:30]=[CH:29][CH:28]=[CH:27][N:26]=1)=[O:22].[CH:36](Br)([CH3:38])[CH3:37], predict the reaction product. The product is: [CH3:1][O:2][C:3]1[CH:4]=[C:5]([CH:31]=[CH:32][C:33]=1[O:34][CH3:35])[CH2:6][CH:7]1[C:16]2[C:11](=[C:12]([O:19][CH:36]([CH3:38])[CH3:37])[CH:13]=[CH:14][C:15]=2[O:17][CH3:18])[CH2:10][CH2:9][N:8]1[CH2:20][C:21]([NH:23][CH2:24][C:25]1[CH:30]=[CH:29][CH:28]=[CH:27][N:26]=1)=[O:22]. (2) Given the reactants [OH-].[Na+:2].[Cl:3][C:4]1[C:8]([Cl:9])=[C:7]([CH3:10])[NH:6][C:5]=1[C:11]([NH:13][C@@H:14]1[CH2:19][CH2:18][N:17]([C:20]2[S:21][C:22]([C:32]([OH:34])=[O:33])=[C:23]([C:25]([NH:27][CH2:28][CH2:29][O:30][CH3:31])=[O:26])[N:24]=2)[CH2:16][C@@H:15]1[O:35][CH3:36])=[O:12], predict the reaction product. The product is: [Cl:3][C:4]1[C:8]([Cl:9])=[C:7]([CH3:10])[NH:6][C:5]=1[C:11]([NH:13][C@@H:14]1[CH2:19][CH2:18][N:17]([C:20]2[S:21][C:22]([C:32]([O-:34])=[O:33])=[C:23]([C:25]([NH:27][CH2:28][CH2:29][O:30][CH3:31])=[O:26])[N:24]=2)[CH2:16][C@@H:15]1[O:35][CH3:36])=[O:12].[Na+:2]. (3) Given the reactants C([O:5][N:6]=[C:7]1[C:16]2[C:11](=[CH:12][CH:13]=[C:14]([OH:17])[CH:15]=2)[O:10][C:9]([C:18]2[N:23]=[CH:22][C:21]3[CH:24]=[CH:25][S:26][C:20]=3[CH:19]=2)=[CH:8]1)(C)(C)C.Cl.[Cl:28][CH2:29][CH2:30][N:31]1[CH2:36][CH2:35][C:34]([F:38])([F:37])[CH2:33][CH2:32]1, predict the reaction product. The product is: [ClH:28].[F:37][C:34]1([F:38])[CH2:35][CH2:36][N:31]([CH2:30][CH2:29][O:17][C:14]2[CH:15]=[C:16]3[C:11](=[CH:12][CH:13]=2)[O:10][C:9]([C:18]2[N:23]=[CH:22][C:21]4[CH:24]=[CH:25][S:26][C:20]=4[CH:19]=2)=[CH:8][C:7]3=[N:6][OH:5])[CH2:32][CH2:33]1. (4) Given the reactants [C:1]([C:4]1[S:8][C:7]([N:9]2[CH2:13][CH2:12][N:11]([CH2:14][C:15]3[CH:20]=[CH:19][C:18]([F:21])=[CH:17][CH:16]=3)[C:10]2=[O:22])=[N:6][C:5]=1[CH3:23])(=O)[CH3:2].COC(OC)[N:27]([CH3:29])C.O.[NH2:33]N, predict the reaction product. The product is: [F:21][C:18]1[CH:19]=[CH:20][C:15]([CH2:14][N:11]2[CH2:12][CH2:13][N:9]([C:7]3[S:8][C:4]([C:1]4[CH:2]=[CH:29][NH:27][N:33]=4)=[C:5]([CH3:23])[N:6]=3)[C:10]2=[O:22])=[CH:16][CH:17]=1. (5) Given the reactants [F:1][C:2]([F:7])([F:6])[C:3]([OH:5])=[O:4].[F:8][C:9]([F:14])([F:13])[C:10]([OH:12])=[O:11].FC(F)(F)C(O)=O.[Cl:22][C:23]1[CH:24]=[N:25][C:26]2[NH:27][C:28]3[CH:29]=[N:30][CH:31]=[C:32]([CH:54]=3)[CH2:33][CH2:34][C:35]3[CH:43]=[C:39]([NH:40][C:41]=1[N:42]=2)[CH:38]=[CH:37][C:36]=3[NH:44][C:45](=[O:53])[CH2:46][C@@H:47]1[CH2:52][CH2:51][CH2:50][NH:49][CH2:48]1.[C:55]1([N:61]=[C:62]=[O:63])[CH:60]=[CH:59][CH:58]=[CH:57][CH:56]=1, predict the reaction product. The product is: [F:1][C:2]([F:7])([F:6])[C:3]([OH:5])=[O:4].[F:8][C:9]([F:14])([F:13])[C:10]([OH:12])=[O:11].[Cl:22][C:23]1[CH:24]=[N:25][C:26]2[NH:27][C:28]3[CH:29]=[N:30][CH:31]=[C:32]([CH:54]=3)[CH2:33][CH2:34][C:35]3[CH:43]=[C:39]([NH:40][C:41]=1[N:42]=2)[CH:38]=[CH:37][C:36]=3[NH:44][C:45](=[O:53])[CH2:46][C@@H:47]1[CH2:52][CH2:51][CH2:50][N:49]([C:62]([NH:61][C:55]2[CH:60]=[CH:59][CH:58]=[CH:57][CH:56]=2)=[O:63])[CH2:48]1. (6) Given the reactants BrBr.[CH3:3][O:4][C:5](=[O:22])[CH2:6][CH2:7][CH2:8][CH2:9][CH:10]([OH:21])[C:11](=[O:20])[CH2:12][CH2:13][CH2:14][CH2:15][C:16]([O:18][CH3:19])=[O:17].ClCCl, predict the reaction product. The product is: [CH3:19][O:18][C:16](=[O:17])[CH2:15][CH2:14][CH2:13][CH2:12][C:11](=[O:20])[C:10](=[O:21])[CH2:9][CH2:8][CH2:7][CH2:6][C:5]([O:4][CH3:3])=[O:22]. (7) Given the reactants CC(C)([O-])C.[K+].[C:7]1([CH:13]2[CH2:18][NH:17][C:16](=[O:19])[CH2:15][CH2:14]2)[CH:12]=[CH:11][CH:10]=[CH:9][CH:8]=1.Br[CH:21]([CH2:27][CH3:28])[C:22]([O:24][CH2:25][CH3:26])=[O:23].C(OCC)(=O)C, predict the reaction product. The product is: [O:19]=[C:16]1[CH2:15][CH2:14][CH:13]([C:7]2[CH:8]=[CH:9][CH:10]=[CH:11][CH:12]=2)[CH2:18][N:17]1[CH:21]([CH2:27][CH3:28])[C:22]([O:24][CH2:25][CH3:26])=[O:23].